Dataset: Forward reaction prediction with 1.9M reactions from USPTO patents (1976-2016). Task: Predict the product of the given reaction. (1) Given the reactants [NH2:1][C:2]1[S:6][N:5]=[C:4]([CH3:7])[C:3]=1[C:8]([NH:10][C:11]1[CH:16]=[CH:15][CH:14]=[CH:13][C:12]=1[CH2:17][CH3:18])=[O:9].Cl[C:20]1[C:21]2[S:28][CH:27]=[CH:26][C:22]=2[N:23]=[CH:24][N:25]=1.C(=O)([O-])[O-].[Cs+].[Cs+].CC1(C)C2C(=C(P(C3C=CC=CC=3)C3C=CC=CC=3)C=CC=2)OC2C(P(C3C=CC=CC=3)C3C=CC=CC=3)=CC=CC1=2, predict the reaction product. The product is: [CH2:17]([C:12]1[CH:13]=[CH:14][CH:15]=[CH:16][C:11]=1[NH:10][C:8]([C:3]1[C:4]([CH3:7])=[N:5][S:6][C:2]=1[NH:1][C:20]1[C:21]2[S:28][CH:27]=[CH:26][C:22]=2[N:23]=[CH:24][N:25]=1)=[O:9])[CH3:18]. (2) Given the reactants Cl[C:2]1[C:11]2[C:6](=[C:7]([N+:12]([O-:14])=[O:13])[CH:8]=[CH:9][CH:10]=2)[N:5]=[C:4]([C:15]([F:18])([F:17])[F:16])[N:3]=1.[CH3:19][C:20]1([CH3:27])[CH2:25][CH2:24][CH:23]([NH2:26])[CH2:22][CH2:21]1.C([O-])([O-])=O.[K+].[K+], predict the reaction product. The product is: [CH3:19][C:20]1([CH3:27])[CH2:25][CH2:24][CH:23]([NH:26][C:2]2[C:11]3[C:6](=[C:7]([N+:12]([O-:14])=[O:13])[CH:8]=[CH:9][CH:10]=3)[N:5]=[C:4]([C:15]([F:18])([F:17])[F:16])[N:3]=2)[CH2:22][CH2:21]1. (3) Given the reactants [F:1][C:2]1[CH:10]=[C:9]([NH:11][C@H:12]2[CH2:17]C[C@H:15](O)[CH2:14][CH2:13]2)[CH:8]=[CH:7][C:3]=1[C:4]([NH2:6])=[O:5].[NH2:19][C:20]1C=CC(C(N)=O)=C[CH:21]=1.N12CCC(CC1)C(=O)C2, predict the reaction product. The product is: [N:19]12[CH2:15][CH2:14][CH:13]([CH2:21][CH2:20]1)[CH:12]([NH:11][C:9]1[CH:8]=[CH:7][C:3]([C:4]([NH2:6])=[O:5])=[C:2]([F:1])[CH:10]=1)[CH2:17]2. (4) Given the reactants [C:1]([CH:3]([CH3:9])[C:4]([O:6][CH2:7][CH3:8])=[O:5])#[N:2].[H-].[Na+].BrC[CH2:14][O:15][C:16](=[O:21])[C:17]([CH3:20])([CH3:19])[CH3:18].[CH3:22]N(C)C=O, predict the reaction product. The product is: [CH2:7]([O:6][C:4](=[O:5])[C:3]([C:1]#[N:2])([CH3:22])[CH2:9][CH2:14][O:15][C:16](=[O:21])[C:17]([CH3:20])([CH3:19])[CH3:18])[CH3:8]. (5) Given the reactants [Cl:1][C:2]1[CH:7]=[CH:6][C:5]([CH:8]2[CH:12]([C:13]3[CH:18]=[CH:17][C:16]([Cl:19])=[CH:15][CH:14]=3)[NH:11][C:10]([C:20]3[CH:25]=[CH:24][C:23]([C:26]([CH3:31])([CH3:30])[CH2:27][O:28][CH3:29])=[CH:22][C:21]=3[O:32][CH2:33][CH3:34])=[N:9]2)=[CH:4][CH:3]=1.[C:35](Cl)([Cl:37])=[O:36], predict the reaction product. The product is: [Cl:1][C:2]1[CH:3]=[CH:4][C:5]([CH:8]2[CH:12]([C:13]3[CH:14]=[CH:15][C:16]([Cl:19])=[CH:17][CH:18]=3)[N:11]([C:35]([Cl:37])=[O:36])[C:10]([C:20]3[CH:25]=[CH:24][C:23]([C:26]([CH3:31])([CH3:30])[CH2:27][O:28][CH3:29])=[CH:22][C:21]=3[O:32][CH2:33][CH3:34])=[N:9]2)=[CH:6][CH:7]=1.